Predict the reactants needed to synthesize the given product. From a dataset of Full USPTO retrosynthesis dataset with 1.9M reactions from patents (1976-2016). (1) Given the product [O:22]=[C:6]1[C:7]2([CH2:10][CH2:11][N:12]([C:15]([O:17][C:18]([CH3:21])([CH3:20])[CH3:19])=[O:16])[CH2:13][CH2:14]2)[CH2:8][CH2:9][CH2:5]1, predict the reactants needed to synthesize it. The reactants are: COC([CH:5]1[CH2:9][CH2:8][C:7]2([CH2:14][CH2:13][N:12]([C:15]([O:17][C:18]([CH3:21])([CH3:20])[CH3:19])=[O:16])[CH2:11][CH2:10]2)[C:6]1=[O:22])=O.[OH-].[Li+]. (2) Given the product [NH2:1][C@H:4]1[CH2:8][N:7]([C:9]([O:11][C:12]([CH3:13])([CH3:14])[CH3:15])=[O:10])[C@@H:6]([CH2:16][C:17]#[N:18])[CH2:5]1, predict the reactants needed to synthesize it. The reactants are: [N:1]([C@H:4]1[CH2:8][N:7]([C:9]([O:11][C:12]([CH3:15])([CH3:14])[CH3:13])=[O:10])[C@@H:6]([CH2:16][C:17]#[N:18])[CH2:5]1)=[N+]=[N-]. (3) Given the product [CH3:1][O:2][C:3]1[CH:8]=[CH:7][C:6]([NH:9][C:10]([C:12]2[CH:13]=[CH:14][C:15]([C:18]3[CH:23]=[CH:22][CH:21]=[CH:20][CH:19]=3)=[CH:16][CH:17]=2)=[O:11])=[CH:5][C:4]=1[NH:24][C:25](=[O:35])[CH2:26][NH:27][CH2:28][CH2:29][O:34][CH3:32], predict the reactants needed to synthesize it. The reactants are: [CH3:1][O:2][C:3]1[CH:8]=[CH:7][C:6]([NH:9][C:10]([C:12]2[CH:17]=[CH:16][C:15]([C:18]3[CH:23]=[CH:22][CH:21]=[CH:20][CH:19]=3)=[CH:14][CH:13]=2)=[O:11])=[CH:5][C:4]=1[NH:24][C:25](=[O:35])[CH2:26][N:27]1C[CH:32]2[O:34][CH:29](CC2)[CH2:28]1.ClCC(NC1C=C(NC(C2C=CC(C3C=CC=CC=3)=CC=2)=O)C=CC=1OC)=O.COCCN.C(N(CC)CC)C. (4) Given the product [CH3:1][C:2]1([CH3:13])[C:11]2[C:6](=[CH:7][CH:8]=[CH:9][CH:10]=2)[NH:5][CH2:4][CH2:3]1, predict the reactants needed to synthesize it. The reactants are: [CH3:1][C:2]1([CH3:13])[C:11]2[C:6](=[CH:7][CH:8]=[CH:9][CH:10]=2)[NH:5][C:4](=O)[CH2:3]1.[H-].[Al+3].[Li+].[H-].[H-].[H-].O.[OH-].[Na+].